This data is from Forward reaction prediction with 1.9M reactions from USPTO patents (1976-2016). The task is: Predict the product of the given reaction. (1) Given the reactants [C:1]([C:3]1[CH:4]=[C:5]([CH:30]=[CH:31][CH:32]=1)[C:6]([O:8][C@H:9]1[CH2:14][CH2:13][CH2:12][C@@H:11]([O:15][CH2:16][C:17]2[N:18]=[C:19]([C:23]3[CH:28]=[CH:27][C:26]([F:29])=[CH:25][CH:24]=3)[O:20][C:21]=2[CH3:22])[CH2:10]1)=[O:7])#[N:2].C([Sn]([N:46]=[N+:47]=[N-:48])(CCCC)CCCC)CCC, predict the reaction product. The product is: [NH:46]1[C:1]([C:3]2[CH:4]=[C:5]([CH:30]=[CH:31][CH:32]=2)[C:6]([O:8][C@H:9]2[CH2:14][CH2:13][CH2:12][C@@H:11]([O:15][CH2:16][C:17]3[N:18]=[C:19]([C:23]4[CH:24]=[CH:25][C:26]([F:29])=[CH:27][CH:28]=4)[O:20][C:21]=3[CH3:22])[CH2:10]2)=[O:7])=[N:2][N:48]=[N:47]1. (2) Given the reactants [N:1]12[CH2:8][CH2:7][CH:4]([CH2:5][CH2:6]1)[C@@H:3]([O:9][C:10](=[O:23])[C:11]([OH:22])([C:17]1[S:18][CH:19]=[CH:20][CH:21]=1)[C:12]1[S:13][CH:14]=[CH:15][CH:16]=1)[CH2:2]2.[O:24]([CH2:31][CH2:32][CH2:33][Br:34])[C:25]1[CH:30]=[CH:29][CH:28]=[CH:27][CH:26]=1, predict the reaction product. The product is: [Br-:34].[OH:22][C:11]([C:12]1[S:13][CH:14]=[CH:15][CH:16]=1)([C:17]1[S:18][CH:19]=[CH:20][CH:21]=1)[C:10]([O:9][C@@H:3]1[CH:4]2[CH2:7][CH2:8][N+:1]([CH2:33][CH2:32][CH2:31][O:24][C:25]3[CH:30]=[CH:29][CH:28]=[CH:27][CH:26]=3)([CH2:6][CH2:5]2)[CH2:2]1)=[O:23]. (3) Given the reactants [CH:1]1[C:6]([C:7]2[CH:8]=[CH:9][C:10]([F:14])=[CH:11][C:12]=2[F:13])=[CH:5][C:4]([C:15]([OH:17])=[O:16])=[C:3]([OH:18])[CH:2]=1.Cl.CN(C)[CH2:22][CH2:23]CN=C=N.O.ON1C2C=CC=CC=2N=N1.C(O)C, predict the reaction product. The product is: [F:13][C:12]1[CH:11]=[C:10]([F:14])[CH:9]=[CH:8][C:7]=1[C:6]1[CH:5]=[C:4]([C:15]([O:17][CH2:22][CH3:23])=[O:16])[C:3]([OH:18])=[CH:2][CH:1]=1.